From a dataset of Reaction yield outcomes from USPTO patents with 853,638 reactions. Predict the reaction yield, written as a fraction of the theoretical maximum amount of product (1.0 means a 100% yield; for example, 0.34 means a 34% yield). The reactants are [I:1][C:2]1[CH:7]=[CH:6][C:5]([C:8]2[N:9]=[C:10]([C@H:14]([NH:16][CH3:17])[CH3:15])[N:11]([CH3:13])[CH:12]=2)=[CH:4][CH:3]=1.Cl[C:19]([O:21][CH3:22])=[O:20].C([O-])([O-])=O.[Na+].[Na+].C1COCC1. The catalyst is O.CCOC(C)=O. The product is [I:1][C:2]1[CH:3]=[CH:4][C:5]([C:8]2[N:9]=[C:10]([C@H:14]([N:16]([CH3:17])[C:19](=[O:20])[O:21][CH3:22])[CH3:15])[N:11]([CH3:13])[CH:12]=2)=[CH:6][CH:7]=1. The yield is 0.410.